This data is from Full USPTO retrosynthesis dataset with 1.9M reactions from patents (1976-2016). The task is: Predict the reactants needed to synthesize the given product. (1) Given the product [NH2:6][C:5]1([CH2:4][OH:24])[CH2:7][CH2:8][CH2:9][CH2:10]1.[ClH:35].[NH2:26][C:18]1([CH2:17][Cl:35])[CH2:19][CH2:20][CH2:21][CH2:22]1, predict the reactants needed to synthesize it. The reactants are: C([C:4]1[CH:10]=[C:9]([N+]([O-])=O)[CH:8]=[CH:7][C:5]=1[NH2:6])(C)C.C([C:17]1[CH:22]=[C:21]([N+]([O-])=[O:24])[CH:20]=[CH:19][C:18]=1[N:26]=C=S)(C)C.OCCN.O=S(Cl)[Cl:35]. (2) Given the product [Br:1][C:2]1[CH:10]=[C:9]([N+:11]([O-:13])=[O:12])[CH:8]=[CH:7][C:3]=1[C:4](=[O:6])[CH2:15][Cl:14], predict the reactants needed to synthesize it. The reactants are: [Br:1][C:2]1[CH:10]=[C:9]([N+:11]([O-:13])=[O:12])[CH:8]=[CH:7][C:3]=1[C:4]([OH:6])=O.[Cl:14][C:15](N(C)C)=C(C)C.